From a dataset of Peptide-MHC class II binding affinity with 134,281 pairs from IEDB. Regression. Given a peptide amino acid sequence and an MHC pseudo amino acid sequence, predict their binding affinity value. This is MHC class II binding data. (1) The peptide sequence is DFILATDIAEMGANL. The MHC is DRB1_1501 with pseudo-sequence DRB1_1501. The binding affinity (normalized) is 0.134. (2) The peptide sequence is LQKIERWFVRNPFFA. The MHC is H-2-IEd with pseudo-sequence H-2-IEd. The binding affinity (normalized) is 0.321. (3) The peptide sequence is SNMTQRVVIALLVLAKK. The MHC is DRB3_0202 with pseudo-sequence DRB3_0202. The binding affinity (normalized) is 0.738. (4) The peptide sequence is FQKTILKATTALKDV. The MHC is DRB1_0404 with pseudo-sequence DRB1_0404. The binding affinity (normalized) is 0.565.